Dataset: Catalyst prediction with 721,799 reactions and 888 catalyst types from USPTO. Task: Predict which catalyst facilitates the given reaction. Reactant: [C:1]([O:5][C:6]([N:8]1[CH2:13][CH:12]=[C:11]([C:14]2[S:15][CH:16]=[CH:17][N:18]=2)[CH2:10][CH2:9]1)=[O:7])([CH3:4])([CH3:3])[CH3:2]. Product: [C:1]([O:5][C:6]([N:8]1[CH2:9][CH2:10][CH:11]([C:14]2[S:15][CH:16]=[CH:17][N:18]=2)[CH2:12][CH2:13]1)=[O:7])([CH3:4])([CH3:2])[CH3:3]. The catalyst class is: 592.